From a dataset of Reaction yield outcomes from USPTO patents with 853,638 reactions. Predict the reaction yield, written as a fraction of the theoretical maximum amount of product (1.0 means a 100% yield; for example, 0.34 means a 34% yield). (1) The reactants are COC1C=CC(C[N:8]2[C:16]3[C:15](=[O:17])[N:14]4[C:18]([CH3:21])=[N:19][N:20]=[C:13]4[N:12]([CH2:22][CH2:23][CH2:24][CH2:25][CH3:26])[C:11]=3[N:10]=[C:9]2N2C=NC=N2)=CC=1. The catalyst is FC(F)(F)C(O)=O. The product is [CH3:21][C:18]1[N:14]2[C:15](=[O:17])[C:16]3[NH:8][C:9]([N:14]4[CH:13]=[N:20][N:19]=[CH:18]4)=[N:10][C:11]=3[N:12]([CH2:22][CH2:23][CH2:24][CH2:25][CH3:26])[C:13]2=[N:20][N:19]=1. The yield is 0.520. (2) The product is [C:1]([O:4][CH2:5][C@@:6]1([C:28]#[CH:29])[O:10][C@@H:9]([N:11]2[CH:19]=[C:17]([CH3:18])[C:15](=[O:16])[NH:14][C:12]2=[O:13])[CH2:8][C@H:7]1[OH:20])(=[O:3])[CH3:2]. The yield is 0.930. The reactants are [C:1]([O:4][CH2:5][C@@:6]1([C:28]#[CH:29])[O:10][C@@H:9]([N:11]2[CH:19]=[C:17]([CH3:18])[C:15](=[O:16])[NH:14][C:12]2=[O:13])[CH2:8][C@H:7]1[O:20][Si](C(C)(C)C)(C)C)(=[O:3])[CH3:2].[F-].C([N+](CCCC)(CCCC)CCCC)CCC. The catalyst is C1COCC1.